From a dataset of Reaction yield outcomes from USPTO patents with 853,638 reactions. Predict the reaction yield, written as a fraction of the theoretical maximum amount of product (1.0 means a 100% yield; for example, 0.34 means a 34% yield). (1) The reactants are [NH2:1][C@:2]12[CH2:37][CH2:36][C@@H:35]([C:38]([CH3:40])=[CH2:39])[C@@H:3]1[C@@H:4]1[C@@:17]([CH3:20])([CH2:18][CH2:19]2)[C@@:16]2([CH3:21])[C@@H:7]([C@:8]3([CH3:34])[C@@H:13]([CH2:14][CH2:15]2)[C:12]([CH3:23])([CH3:22])[C:11]([C:24]2[CH:33]=[CH:32][C:27]([C:28]([O:30][CH3:31])=[O:29])=[CH:26][CH:25]=2)=[CH:10][CH2:9]3)[CH2:6][CH2:5]1.Br[CH2:42][CH2:43][OH:44].P([O-])([O-])([O-])=O.[K+].[K+].[K+].[I-].[K+]. The catalyst is C(#N)C. The product is [OH:44][CH2:43][CH2:42][NH:1][C@:2]12[CH2:37][CH2:36][C@@H:35]([C:38]([CH3:40])=[CH2:39])[C@@H:3]1[C@@H:4]1[C@@:17]([CH3:20])([CH2:18][CH2:19]2)[C@@:16]2([CH3:21])[C@@H:7]([C@:8]3([CH3:34])[C@@H:13]([CH2:14][CH2:15]2)[C:12]([CH3:22])([CH3:23])[C:11]([C:24]2[CH:25]=[CH:26][C:27]([C:28]([O:30][CH3:31])=[O:29])=[CH:32][CH:33]=2)=[CH:10][CH2:9]3)[CH2:6][CH2:5]1. The yield is 0.860. (2) The reactants are [NH2:1][CH2:2][CH2:3][CH2:4][NH2:5].C(N(CC)C(C)C)(C)C.C([O:17][C:18]([C:20]1[N:25]2[C:26]([C:29](=[O:34])C(Cl)(Cl)Cl)=[CH:27][N:28]=[C:24]2[CH:23]=[CH:22][CH:21]=1)=O)C.C1C=CC(N([S:42]([C:45]([F:48])([F:47])[F:46])(=[O:44])=[O:43])[S:42]([C:45]([F:48])([F:47])[F:46])(=[O:44])=[O:43])=CC=1. The catalyst is C(#N)C. The product is [F:46][C:45]([F:48])([F:47])[S:42]([NH:1][CH2:2][CH2:3][CH2:4][N:5]1[C:18](=[O:17])[C:20]2[N:25]3[C:26](=[CH:27][N:28]=[C:24]3[CH:23]=[CH:22][CH:21]=2)[C:29]1=[O:34])(=[O:44])=[O:43]. The yield is 0.438. (3) The reactants are [CH3:1][N:2]1[CH2:7][CH2:6][NH:5][CH2:4][CH2:3]1.Cl[C:9]1[N:18]2[N:19]=[C:20]([C:22]([F:25])([F:24])[F:23])[N:21]=[C:17]2[C:16]2[CH:15]=[C:14]([C:26]([F:29])([F:28])[F:27])[CH:13]=[CH:12][C:11]=2[N:10]=1. The catalyst is C(#N)C. The product is [CH3:1][N:2]1[CH2:7][CH2:6][N:5]([C:9]2[N:18]3[N:19]=[C:20]([C:22]([F:23])([F:24])[F:25])[N:21]=[C:17]3[C:16]3[CH:15]=[C:14]([C:26]([F:28])([F:29])[F:27])[CH:13]=[CH:12][C:11]=3[N:10]=2)[CH2:4][CH2:3]1. The yield is 0.900. (4) The reactants are [CH3:1][C:2]1[N:7]=[CH:6][C:5]([OH:8])=[CH:4][CH:3]=1.F[C:10]1[CH:15]=[CH:14][CH:13]=[C:12]([N+:16]([O-:18])=[O:17])[CH:11]=1.C(=O)([O-])[O-].[K+].[K+].CN(C)C=O. The catalyst is O. The product is [CH3:1][C:2]1[CH:3]=[CH:4][C:5]([O:8][C:10]2[CH:15]=[CH:14][CH:13]=[C:12]([N+:16]([O-:18])=[O:17])[CH:11]=2)=[CH:6][N:7]=1. The yield is 0.770. (5) The reactants are [ClH:1].C(OC(=O)[NH:8][CH2:9][C:10]([N:12]1[CH2:17][CH2:16][N:15]([C:18](=[O:28])[C:19]2[CH:24]=[C:23]([O:25][CH3:26])[CH:22]=[CH:21][C:20]=2[Br:27])[CH2:14][CH2:13]1)=[O:11])(C)(C)C. The catalyst is O1CCOCC1. The product is [ClH:1].[NH2:8][CH2:9][C:10]([N:12]1[CH2:17][CH2:16][N:15]([C:18](=[O:28])[C:19]2[CH:24]=[C:23]([O:25][CH3:26])[CH:22]=[CH:21][C:20]=2[Br:27])[CH2:14][CH2:13]1)=[O:11]. The yield is 0.878. (6) The yield is 1.00. The reactants are [CH3:1][N:2]([CH3:27])[CH2:3][CH2:4][CH2:5][CH:6]([C:8]1[CH:13]=[CH:12][C:11]([N:14]2[CH2:19][CH2:18][N:17](CC3C=CC=CC=3)[CH2:16][CH2:15]2)=[CH:10][CH:9]=1)O.[ClH:28]. The product is [ClH:28].[ClH:28].[CH3:27][N:2]([CH3:1])[CH2:3][CH2:4][CH2:5][CH2:6][C:8]1[CH:13]=[CH:12][C:11]([N:14]2[CH2:19][CH2:18][NH:17][CH2:16][CH2:15]2)=[CH:10][CH:9]=1. The catalyst is [Pd].C(OCC)(=O)C.CO. (7) The product is [CH3:19][O:20][C:21]1[CH:26]=[CH:25][CH:24]=[CH:23][C:22]=1[N:27]1[CH2:32][CH2:31][N:30]([CH2:11][CH2:10][CH:9]([C:1](=[O:8])[C:2]2[CH:7]=[CH:6][CH:5]=[CH:4][CH:3]=2)[C:13]2[CH:18]=[CH:17][CH:16]=[CH:15][CH:14]=2)[CH2:29][CH2:28]1. The catalyst is C(Cl)Cl. The yield is 0.950. The reactants are [C:1]([CH:9]([C:13]1[CH:18]=[CH:17][CH:16]=[CH:15][CH:14]=1)[CH2:10][CH:11]=O)(=[O:8])[C:2]1[CH:7]=[CH:6][CH:5]=[CH:4][CH:3]=1.[CH3:19][O:20][C:21]1[CH:26]=[CH:25][CH:24]=[CH:23][C:22]=1[N:27]1[CH2:32][CH2:31][NH:30][CH2:29][CH2:28]1.[Na].[BH-](OC(C)=O)(OC(C)=O)OC(C)=O.[Na+].